This data is from Reaction yield outcomes from USPTO patents with 853,638 reactions. The task is: Predict the reaction yield, written as a fraction of the theoretical maximum amount of product (1.0 means a 100% yield; for example, 0.34 means a 34% yield). (1) The reactants are [C:1]([O:8][C@@H:9]1[C@@H:17]([O:18][CH2:19][C:20]2[CH:25]=[CH:24][CH:23]=[CH:22][CH:21]=2)[C@@H:16](O)[C@@H:15]([CH3:27])[O:14][C@@H:10]1[S:11][CH2:12][CH3:13])(=[O:7])[CH2:2][CH2:3][C:4]([CH3:6])=[O:5].N1C=CC=CC=1.FC(F)(F)S(OS(C(F)(F)F)(=O)=O)(=O)=O.[O-]S(C(F)(F)F)(=O)=O.[N-:57]=[N+:58]=[N-:59].[Na+]. The catalyst is C(Cl)Cl.CN(C=O)C. The product is [N:57]([C@@H:16]1[C@@H:15]([CH3:27])[O:14][C@H:10]([S:11][CH2:12][CH3:13])[C@H:9]([O:8][C:1](=[O:7])[CH2:2][CH2:3][C:4]([CH3:6])=[O:5])[C@H:17]1[O:18][CH2:19][C:20]1[CH:25]=[CH:24][CH:23]=[CH:22][CH:21]=1)=[N+:58]=[N-:59]. The yield is 0.790. (2) The reactants are [CH2:1]([O:8][C:9](=[O:14])[NH:10][CH2:11][CH2:12][OH:13])[C:2]1[CH:7]=[CH:6][CH:5]=[CH:4][CH:3]=1.CCN(C(C)C)C(C)C. The catalyst is C(Cl)Cl.CS(C)=O. The product is [CH2:1]([O:8][C:9](=[O:14])[NH:10][CH2:11][CH:12]=[O:13])[C:2]1[CH:7]=[CH:6][CH:5]=[CH:4][CH:3]=1. The yield is 0.820.